This data is from Forward reaction prediction with 1.9M reactions from USPTO patents (1976-2016). The task is: Predict the product of the given reaction. (1) Given the reactants [Br:1][C:2]1[CH:3]=[C:4]([F:14])[CH:5]=[C:6]2[C:11]=1[N:10]=[C:9]([CH2:12][OH:13])[CH:8]=[CH:7]2.CS(C)=O.C(N(CC)CC)C.S(=O)(=O)=O.N1C=CC=CC=1, predict the reaction product. The product is: [Br:1][C:2]1[CH:3]=[C:4]([F:14])[CH:5]=[C:6]2[C:11]=1[N:10]=[C:9]([CH:12]=[O:13])[CH:8]=[CH:7]2. (2) Given the reactants [O:1]=[C:2]1[N:6]([C:7]2[CH:8]=[CH:9][C:10]3[C:16](=[O:17])[CH2:15][CH2:14][CH2:13][CH2:12][C:11]=3[CH:18]=2)[CH2:5][C@H:4]([CH2:19][NH:20][C:21](=[O:23])[CH3:22])[O:3]1.[C:24]([C:26]1[CH:27]=[C:28]([CH:31]=[CH:32][CH:33]=1)[CH:29]=O)#[N:25].N1CCCCC1, predict the reaction product. The product is: [C:24]([C:26]1[CH:27]=[C:28]([CH:31]=[CH:32][CH:33]=1)[CH:29]=[C:15]1[CH2:14][CH2:13][CH2:12][C:11]2[CH:18]=[C:7]([N:6]3[CH2:5][C@H:4]([CH2:19][NH:20][C:21](=[O:23])[CH3:22])[O:3][C:2]3=[O:1])[CH:8]=[CH:9][C:10]=2[C:16]1=[O:17])#[N:25].